Dataset: Catalyst prediction with 721,799 reactions and 888 catalyst types from USPTO. Task: Predict which catalyst facilitates the given reaction. (1) Reactant: [N:1]([CH2:4][C:5]1[CH:6]=[C:7]([S:19]([NH:22][C:23]([CH3:26])([CH3:25])[CH3:24])(=[O:21])=[O:20])[CH:8]=[C:9]([S:11]([NH:14][C:15]([CH3:18])([CH3:17])[CH3:16])(=[O:13])=[O:12])[CH:10]=1)=[N+]=[N-]. Product: [NH2:1][CH2:4][C:5]1[CH:6]=[C:7]([S:19]([NH:22][C:23]([CH3:26])([CH3:25])[CH3:24])(=[O:20])=[O:21])[CH:8]=[C:9]([S:11]([NH:14][C:15]([CH3:18])([CH3:17])[CH3:16])(=[O:12])=[O:13])[CH:10]=1. The catalyst class is: 19. (2) Reactant: [CH:1]1([CH:4]=[O:5])[CH2:3][CH2:2]1.[Si:6]([O:13][CH2:14][C:15]1[CH:20]=[CH:19][CH:18]=[CH:17][C:16]=1[Mg]Br)([C:9]([CH3:12])([CH3:11])[CH3:10])([CH3:8])[CH3:7].O1CCCC1.[Cl-].[NH4+]. Product: [CH:1]1([CH:4]([C:16]2[CH:17]=[CH:18][CH:19]=[CH:20][C:15]=2[CH2:14][O:13][Si:6]([C:9]([CH3:12])([CH3:11])[CH3:10])([CH3:7])[CH3:8])[OH:5])[CH2:3][CH2:2]1. The catalyst class is: 7. (3) Reactant: [I:1][C:2]1[C:7]([OH:8])=[CH:6][CH:5]=[C:4]([CH3:9])[N:3]=1.[C:10](=O)([O-])[O-].[Cs+].[Cs+].CI. Product: [I:1][C:2]1[C:7]([O:8][CH3:10])=[CH:6][CH:5]=[C:4]([CH3:9])[N:3]=1. The catalyst class is: 3. (4) Reactant: [F:1][C:2]([F:20])([F:19])[C:3]1[CH:8]=[CH:7][C:6]([C:9]2[C:13]([C:14](OCC)=[O:15])=[CH:12][O:11][N:10]=2)=[CH:5][CH:4]=1.[H-].C([Al+]CC(C)C)C(C)C.Cl. Product: [F:20][C:2]([F:1])([F:19])[C:3]1[CH:4]=[CH:5][C:6]([C:9]2[C:13]([CH2:14][OH:15])=[CH:12][O:11][N:10]=2)=[CH:7][CH:8]=1. The catalyst class is: 7. (5) Reactant: [F-].[K+].[F:3][C:4]1[CH:11]=[CH:10][C:7]([CH2:8][NH2:9])=[CH:6][CH:5]=1.CCN(CC)CC.Br[CH2:20]/[CH:21]=[CH:22]/[C:23]([O:25][CH2:26][CH3:27])=[O:24]. Product: [F:3][C:4]1[CH:11]=[CH:10][C:7]([CH2:8][NH:9][CH2:20][CH:21]=[CH:22][C:23]([O:25][CH2:26][CH3:27])=[O:24])=[CH:6][CH:5]=1. The catalyst class is: 23. (6) Reactant: Cl.[CH2:2]([O:4][C:5]([C:7]1([CH2:20][CH:21]=[CH2:22])[CH2:12][CH2:11][N:10](C(OC(C)(C)C)=O)[CH2:9][CH2:8]1)=[O:6])[CH3:3]. Product: [CH2:2]([O:4][C:5]([C:7]1([CH2:20][CH:21]=[CH2:22])[CH2:12][CH2:11][NH:10][CH2:9][CH2:8]1)=[O:6])[CH3:3]. The catalyst class is: 12.